This data is from NCI-60 drug combinations with 297,098 pairs across 59 cell lines. The task is: Regression. Given two drug SMILES strings and cell line genomic features, predict the synergy score measuring deviation from expected non-interaction effect. Drug 1: C1=CC(=CC=C1CC(C(=O)O)N)N(CCCl)CCCl.Cl. Drug 2: C(CN)CNCCSP(=O)(O)O. Cell line: MOLT-4. Synergy scores: CSS=42.8, Synergy_ZIP=6.98, Synergy_Bliss=11.8, Synergy_Loewe=-14.5, Synergy_HSA=11.0.